Dataset: Full USPTO retrosynthesis dataset with 1.9M reactions from patents (1976-2016). Task: Predict the reactants needed to synthesize the given product. (1) Given the product [CH3:24][O:23][N:22]([CH3:21])[C:8](=[O:10])[C:7]1[CH:11]=[CH:12][C:13]([C:14]([F:17])([F:16])[F:15])=[C:5]([O:4][CH2:3][C:2]([F:1])([F:19])[F:18])[CH:6]=1, predict the reactants needed to synthesize it. The reactants are: [F:1][C:2]([F:19])([F:18])[CH2:3][O:4][C:5]1[CH:6]=[C:7]([CH:11]=[CH:12][C:13]=1[C:14]([F:17])([F:16])[F:15])[C:8]([OH:10])=O.Cl.[CH3:21][NH:22][O:23][CH3:24].CN1CCOCC1.Cl.CN(C)CCCN=C=NCC. (2) Given the product [CH3:1][C:2]1[O:6][N:5]=[C:4]([C:7]2[CH:8]=[CH:9][CH:10]=[CH:11][CH:12]=2)[C:3]=1[C:13]1[N:14]=[C:15]2[CH:20]=[C:19]([NH:21][C:28]([CH:23]3[CH2:27][CH2:26][CH2:25][CH2:24]3)=[O:29])[CH:18]=[CH:17][N:16]2[CH:22]=1, predict the reactants needed to synthesize it. The reactants are: [CH3:1][C:2]1[O:6][N:5]=[C:4]([C:7]2[CH:12]=[CH:11][CH:10]=[CH:9][CH:8]=2)[C:3]=1[C:13]1[N:14]=[C:15]2[CH:20]=[C:19]([NH2:21])[CH:18]=[CH:17][N:16]2[CH:22]=1.[CH:23]1([C:28](O)=[O:29])[CH2:27][CH2:26][CH2:25][CH2:24]1. (3) Given the product [CH:53]1([N:36]2[CH2:35][CH2:34][N:33]([C@@H:30]3[CH2:31][CH2:32][C@H:27]([N:19]4[C:20]5[N:21]=[CH:22][N:23]=[C:24]([NH2:26])[C:25]=5[C:17]([C:14]5[CH:15]=[CH:16][C:11]([NH:10][C:8]6[O:9][C:5]7[C:4]([CH3:41])=[CH:3][C:2]([CH3:1])=[CH:40][C:6]=7[N:7]=6)=[C:12]([F:39])[CH:13]=5)=[CH:18]4)[CH2:28][CH2:29]3)[CH2:38][CH2:37]2)[CH2:55][CH2:54]1, predict the reactants needed to synthesize it. The reactants are: [CH3:1][C:2]1[CH:3]=[C:4]([CH3:41])[C:5]2[O:9][C:8]([NH:10][C:11]3[CH:16]=[CH:15][C:14]([C:17]4[C:25]5[C:24]([NH2:26])=[N:23][CH:22]=[N:21][C:20]=5[N:19]([C@H:27]5[CH2:32][CH2:31][C@@H:30]([N:33]6[CH2:38][CH2:37][NH:36][CH2:35][CH2:34]6)[CH2:29][CH2:28]5)[CH:18]=4)=[CH:13][C:12]=3[F:39])=[N:7][C:6]=2[CH:40]=1.C(O)(=O)C.C([BH3-])#N.[Na+].C(O[C:53]1(O[Si](C)(C)C)[CH2:55][CH2:54]1)C. (4) Given the product [CH:15]1([C:18]([N:20]2[CH2:24][CH2:23][C@@H:22]([CH2:25][NH:26][C:2]3[CH:7]=[C:6]([C:8]([F:11])([F:10])[F:9])[CH:5]=[CH:4][C:3]=3[N+:12]([O-:14])=[O:13])[CH2:21]2)=[O:19])[CH2:16][CH2:17]1, predict the reactants needed to synthesize it. The reactants are: Cl[C:2]1[CH:7]=[C:6]([C:8]([F:11])([F:10])[F:9])[CH:5]=[CH:4][C:3]=1[N+:12]([O-:14])=[O:13].[CH:15]1([C:18]([N:20]2[CH2:24][CH2:23][C@@H:22]([CH2:25][NH2:26])[CH2:21]2)=[O:19])[CH2:17][CH2:16]1.C1C=CC(P(C2C(C3C(P(C4C=CC=CC=4)C4C=CC=CC=4)=CC=C4C=3C=CC=C4)=C3C(C=CC=C3)=CC=2)C2C=CC=CC=2)=CC=1.C(=O)([O-])[O-].[Cs+].[Cs+]. (5) Given the product [Cl:46][C:47]1[CH:52]=[CH:51][CH:50]=[C:49]([Cl:53])[C:48]=1[O:1][CH:2]1[CH2:3][CH2:4][N:5]([C:8]([O:10][C:11]([CH3:14])([CH3:13])[CH3:12])=[O:9])[CH2:6][CH2:7]1, predict the reactants needed to synthesize it. The reactants are: [OH:1][CH:2]1[CH2:7][CH2:6][N:5]([C:8]([O:10][C:11]([CH3:14])([CH3:13])[CH3:12])=[O:9])[CH2:4][CH2:3]1.C1(P(C2C=CC=CC=2)C2C=CC=CC=2)C=CC=CC=1.N(C(OCC)=O)=NC(OCC)=O.[Cl:46][C:47]1[CH:52]=[CH:51][CH:50]=[C:49]([Cl:53])[C:48]=1O. (6) The reactants are: [F:1][C:2]1[CH:7]=[C:6]([O:8]C)[CH:5]=[CH:4][C:3]=1[CH2:10][CH2:11][C:12]([O:14][CH2:15][CH3:16])=[O:13].B(Br)(Br)Br. Given the product [F:1][C:2]1[CH:7]=[C:6]([OH:8])[CH:5]=[CH:4][C:3]=1[CH2:10][CH2:11][C:12]([O:14][CH2:15][CH3:16])=[O:13], predict the reactants needed to synthesize it. (7) Given the product [Cl:32][C:22]1[C:23]([NH:25][C:26]2[CH:30]=[C:29]([CH3:31])[NH:28][N:27]=2)=[N:24][C:19]([NH:18][C:14]2[C:15]([CH3:17])=[CH:16][C:11]([CH:8]3[CH2:7][CH2:6][N:5]([C:3](=[O:4])[C:2]([NH:1][CH2:42][CH3:43])([CH3:35])[CH3:34])[CH2:10][CH2:9]3)=[C:12]([CH3:33])[CH:13]=2)=[N:20][CH:21]=1, predict the reactants needed to synthesize it. The reactants are: [NH2:1][C:2]([CH3:35])([CH3:34])[C:3]([N:5]1[CH2:10][CH2:9][CH:8]([C:11]2[CH:16]=[C:15]([CH3:17])[C:14]([NH:18][C:19]3[N:24]=[C:23]([NH:25][C:26]4[CH:30]=[C:29]([CH3:31])[NH:28][N:27]=4)[C:22]([Cl:32])=[CH:21][N:20]=3)=[CH:13][C:12]=2[CH3:33])[CH2:7][CH2:6]1)=[O:4].C([O-])([O-])=O.[K+].[K+].[CH2:42](I)[CH3:43].[NH4+].[Cl-]. (8) The reactants are: C([O:5][C:6]([CH2:8][O:9][CH2:10][CH:11]([NH:13][C:14]1[CH:24]=[CH:23][C:17]([C:18]([O:20][CH2:21][CH3:22])=[O:19])=[CH:16][C:15]=1[Cl:25])[CH3:12])=[O:7])(C)(C)C.FC(F)(F)C(O)=O. Given the product [Cl:25][C:15]1[CH:16]=[C:17]([CH:23]=[CH:24][C:14]=1[NH:13][CH:11]([CH3:12])[CH2:10][O:9][CH2:8][C:6]([OH:7])=[O:5])[C:18]([O:20][CH2:21][CH3:22])=[O:19], predict the reactants needed to synthesize it. (9) Given the product [CH3:27][C:25]1[N:1]=[C:2]2[S:6][C:5]3[CH2:7][CH2:8][CH2:9][CH2:10][C:4]=3[C:3]2=[C:11]([C:13]2[O:14][C:15]3[CH:21]=[CH:20][CH:19]=[CH:18][C:16]=3[CH:17]=2)[C:24]=1[CH2:23][C:22]([O:29][CH3:30])=[O:28], predict the reactants needed to synthesize it. The reactants are: [NH2:1][C:2]1[S:6][C:5]2[CH2:7][CH2:8][CH2:9][CH2:10][C:4]=2[C:3]=1[C:11]([C:13]1[O:14][C:15]2[CH:21]=[CH:20][CH:19]=[CH:18][C:16]=2[CH:17]=1)=O.[C:22]([O:29][CH3:30])(=[O:28])[CH2:23][CH2:24][C:25]([CH3:27])=O.Cl[Si](C)(C)C. (10) Given the product [OH:17][CH:16]([C:18]1[CH:23]=[CH:22][CH:21]=[CH:20][CH:19]=1)[CH2:15][NH:14][C:2]1[CH:10]=[CH:9][C:5]([C:6]([OH:8])=[O:7])=[CH:4][C:3]=1[N+:11]([O-:13])=[O:12], predict the reactants needed to synthesize it. The reactants are: F[C:2]1[CH:10]=[CH:9][C:5]([C:6]([OH:8])=[O:7])=[CH:4][C:3]=1[N+:11]([O-:13])=[O:12].[NH2:14][CH2:15][CH:16]([C:18]1[CH:23]=[CH:22][CH:21]=[CH:20][CH:19]=1)[OH:17].C(N(CC)C(C)C)(C)C.